From a dataset of Reaction yield outcomes from USPTO patents with 853,638 reactions. Predict the reaction yield, written as a fraction of the theoretical maximum amount of product (1.0 means a 100% yield; for example, 0.34 means a 34% yield). (1) The reactants are [C:1]1([CH:7]2[S:12][CH2:11][CH2:10][CH2:9][S:8]2)[CH:6]=[CH:5][CH:4]=[CH:3][CH:2]=1.[CH2:13]([Li])[CH2:14][CH2:15][CH3:16].[CH2:18]1[CH2:22][O:21][CH2:20][CH2:19]1. No catalyst specified. The product is [C:18]1([CH2:19][CH:20]([C:7]2([C:1]3[CH:2]=[CH:3][CH:4]=[CH:5][CH:6]=3)[S:8][CH2:9][CH2:10][CH2:11][S:12]2)[OH:21])[CH:22]=[CH:16][CH:15]=[CH:14][CH:13]=1. The yield is 0.710. (2) The product is [CH:19]([Si:18]([CH:25]([CH3:27])[CH3:26])([CH:22]([CH3:24])[CH3:23])[O:17][C:8]1[CH:9]=[CH:10][C:11]2[C:16](=[CH:15][CH:14]=[CH:13][CH:12]=2)[C:7]=1[CH2:28][CH2:29][OH:30])([CH3:21])[CH3:20]. The reactants are C([Li])CCC.Br[C:7]1[C:16]2[C:11](=[CH:12][CH:13]=[CH:14][CH:15]=2)[CH:10]=[CH:9][C:8]=1[O:17][Si:18]([CH:25]([CH3:27])[CH3:26])([CH:22]([CH3:24])[CH3:23])[CH:19]([CH3:21])[CH3:20].[CH2:28]1[O:30][CH2:29]1.B(F)(F)F.CCOCC. The yield is 0.530. The catalyst is CCOCC. (3) The reactants are Cl.Cl.[NH2:3][CH:4]1[CH2:7][N:6]([C:8]2[C:18]([Cl:19])=[CH:17][C:11]([C:12]([O:14][CH2:15][CH3:16])=[O:13])=[CH:10][N:9]=2)[CH2:5]1.[C:20]1([S:26]([N:29]=[C:30]=[O:31])(=[O:28])=[O:27])[CH:25]=[CH:24][CH:23]=[CH:22][CH:21]=1.CC(O)=O. The catalyst is C(Cl)Cl.CCOC(C)=O. The product is [Cl:19][C:18]1[C:8]([N:6]2[CH2:5][CH:4]([NH:3][C:30]([NH:29][S:26]([C:20]3[CH:21]=[CH:22][CH:23]=[CH:24][CH:25]=3)(=[O:28])=[O:27])=[O:31])[CH2:7]2)=[N:9][CH:10]=[C:11]([CH:17]=1)[C:12]([O:14][CH2:15][CH3:16])=[O:13]. The yield is 0.500. (4) The reactants are [C:1]([C:5]1[S:6][C:7]2[C:12](=[O:13])[N:11]([C:14]3[CH:19]=[CH:18][CH:17]=[C:16](B4OC(C)(C)C(C)(C)O4)[C:15]=3[CH3:29])[CH2:10][C:8]=2[N:9]=1)([CH3:4])([CH3:3])[CH3:2].Cl[C:31]1[CH:32]=[C:33]([NH:46][C:47]2[CH:51]=[C:50]([CH3:52])[N:49]([CH3:53])[N:48]=2)[C:34](=[O:45])[N:35]([CH2:37][O:38][CH2:39][CH2:40][Si:41]([CH3:44])([CH3:43])[CH3:42])[N:36]=1.C1(P(C2C=CC=CC=2)C2C3OC4C(=CC=CC=4P(C4C=CC=CC=4)C4C=CC=CC=4)C(C)(C)C=3C=CC=2)C=CC=CC=1.P([O-])([O-])([O-])=O.[K+].[K+].[K+]. The catalyst is O.C1C=CC(/C=C/C(/C=C/C2C=CC=CC=2)=O)=CC=1.C1C=CC(/C=C/C(/C=C/C2C=CC=CC=2)=O)=CC=1.C1C=CC(/C=C/C(/C=C/C2C=CC=CC=2)=O)=CC=1.[Pd].[Pd].O1CCOCC1. The product is [C:1]([C:5]1[S:6][C:7]2[C:12](=[O:13])[N:11]([C:14]3[CH:19]=[CH:18][CH:17]=[C:16]([C:31]4[CH:32]=[C:33]([NH:46][C:47]5[CH:51]=[C:50]([CH3:52])[N:49]([CH3:53])[N:48]=5)[C:34](=[O:45])[N:35]([CH2:37][O:38][CH2:39][CH2:40][Si:41]([CH3:42])([CH3:44])[CH3:43])[N:36]=4)[C:15]=3[CH3:29])[CH2:10][C:8]=2[N:9]=1)([CH3:2])([CH3:3])[CH3:4]. The yield is 0.600. (5) The reactants are Br[C:2]1[CH:7]=[CH:6][C:5]([C:8]([CH3:17])([CH3:16])[C:9]([NH:11][CH2:12][CH:13]([CH3:15])[CH3:14])=[O:10])=[CH:4][CH:3]=1.[C:18]1([CH3:27])[CH:23]=[CH:22][CH:21]=[CH:20][C:19]=1B(O)O. No catalyst specified. The product is [CH2:12]([NH:11][C:9](=[O:10])[C:8]([CH3:17])([C:5]1[CH:6]=[CH:7][C:2]([C:19]2[CH:20]=[CH:21][CH:22]=[CH:23][C:18]=2[CH3:27])=[CH:3][CH:4]=1)[CH3:16])[CH:13]([CH3:15])[CH3:14]. The yield is 0.800. (6) The reactants are [Br:1][C:2]1[C:7](=[O:8])[N:6]([C:9]2[CH:10]=[C:11]([CH:15]=[CH:16][C:17]=2[CH3:18])[C:12](O)=[O:13])[C:5]([CH3:19])=[N:4][C:3]=1[O:20][CH2:21][C:22]1[CH:27]=[CH:26][C:25]([F:28])=[CH:24][C:23]=1[F:29].C(OC(Cl)=O)C(C)C.[CH3:38][N:39]1CCOCC1. No catalyst specified. The product is [Br:1][C:2]1[C:7](=[O:8])[N:6]([C:9]2[CH:10]=[C:11]([CH:15]=[CH:16][C:17]=2[CH3:18])[C:12]([NH:39][CH3:38])=[O:13])[C:5]([CH3:19])=[N:4][C:3]=1[O:20][CH2:21][C:22]1[CH:27]=[CH:26][C:25]([F:28])=[CH:24][C:23]=1[F:29]. The yield is 0.960. (7) The reactants are Cl.ClC1N=C(NC2CC(C)(C)NC(C)(C)C2)C(F)=C[N:4]=1.[CH:21]1([C:24]2[C:29]([N:30]3[CH:34]=[N:33][N:32]=[N:31]3)=[CH:28][C:27]([NH2:35])=[C:26]([F:36])[CH:25]=2)[CH2:23][CH2:22]1.N1C=NN=N1.Cl[C:43]1[N:48]=[C:47]([NH:49][CH:50]2[CH2:55][C:54]([CH3:57])([CH3:56])[NH:53][C:52]([CH3:59])([CH3:58])[CH2:51]2)[C:46]([F:60])=[CH:45][N:44]=1.NC1C=C(C=CC=1)[C:65](O)=[O:66].N1C=CC=NC=1. The catalyst is CC(O)C. The product is [NH3:4].[CH3:65][OH:66].[CH:21]1([C:24]2[C:29]([N:30]3[CH:34]=[N:33][N:32]=[N:31]3)=[CH:28][C:27]([NH:35][C:43]3[N:48]=[C:47]([NH:49][CH:50]4[CH2:51][C:52]([CH3:58])([CH3:59])[NH:53][C:54]([CH3:57])([CH3:56])[CH2:55]4)[C:46]([F:60])=[CH:45][N:44]=3)=[C:26]([F:36])[CH:25]=2)[CH2:23][CH2:22]1. The yield is 0.0100. (8) The yield is 0.690. The catalyst is O. The product is [OH:11][C:9]1[C:8]([C:1](=[O:2])[CH3:3])=[N:7][N:6]([CH3:5])[CH:10]=1. The reactants are [CH:1]([CH:3]=O)=[O:2].[CH3:5][NH:6][N:7]=[CH:8][C:9](=[O:11])[CH3:10]. (9) The reactants are C[C@@H](PC)[C]1[C](P(C2C3C(=CC=CC=3)C=CC=2)C2C3C(=CC=CC=3)C=CC=2)[CH][CH][CH]1.[Cl:31][C:32]1[CH:33]=[C:34]([CH:53]=[CH:54][CH:55]=1)[CH2:35][C:36]1[C:45]2[C:40](=[CH:41][CH:42]=[C:43]([O:46][CH3:47])[CH:44]=2)[CH2:39][CH2:38][C:37]=1[NH:48][C:49](=[O:52])[CH2:50][CH3:51].[H][H]. The yield is 0.950. The catalyst is [Rh+].ClC1CCCCC=CC=1.CO. The product is [Cl:31][C:32]1[CH:33]=[C:34]([CH:53]=[CH:54][CH:55]=1)[CH2:35][C@@H:36]1[C:45]2[C:40](=[CH:41][CH:42]=[C:43]([O:46][CH3:47])[CH:44]=2)[CH2:39][CH2:38][C@@H:37]1[NH:48][C:49](=[O:52])[CH2:50][CH3:51]. (10) The reactants are [CH:1]1[C:2]([C:10]([O:12][CH3:13])=[O:11])=[CH:3][N:4]2[C:9]=1[CH:8]=[CH:7][CH:6]=[CH:5]2. The catalyst is [Pd].CO. The product is [CH:1]1[C:2]([C:10]([O:12][CH3:13])=[O:11])=[CH:3][N:4]2[C:9]=1[CH2:8][CH2:7][CH2:6][CH2:5]2. The yield is 0.810.